This data is from Peptide-MHC class I binding affinity with 185,985 pairs from IEDB/IMGT. The task is: Regression. Given a peptide amino acid sequence and an MHC pseudo amino acid sequence, predict their binding affinity value. This is MHC class I binding data. (1) The peptide sequence is ELAELLEMKY. The MHC is HLA-A33:01 with pseudo-sequence HLA-A33:01. The binding affinity (normalized) is 0. (2) The binding affinity (normalized) is 0.336. The MHC is HLA-A02:03 with pseudo-sequence HLA-A02:03. The peptide sequence is PLNDNIATLL. (3) The peptide sequence is GLRQQLEDI. The MHC is HLA-A02:02 with pseudo-sequence HLA-A02:02. The binding affinity (normalized) is 0.652. (4) The peptide sequence is ETKLGKAGY. The MHC is HLA-A33:01 with pseudo-sequence HLA-A33:01. The binding affinity (normalized) is 0.